Task: Predict the reaction yield, written as a fraction of the theoretical maximum amount of product (1.0 means a 100% yield; for example, 0.34 means a 34% yield).. Dataset: Reaction yield outcomes from USPTO patents with 853,638 reactions (1) The reactants are [F:1][C:2]1([F:29])[CH2:28][CH2:27][C@H:5]2[O:6][CH2:7][C:8](=[O:26])[N:9]([CH:10]3[CH2:15][CH2:14][N:13](C(OCC4C=CC=CC=4)=O)[CH2:12][CH2:11]3)[C@@H:4]2[CH2:3]1. The catalyst is CC(O)C.[Pd]. The product is [F:29][C:2]1([F:1])[CH2:28][CH2:27][C@H:5]2[O:6][CH2:7][C:8](=[O:26])[N:9]([CH:10]3[CH2:15][CH2:14][NH:13][CH2:12][CH2:11]3)[C@@H:4]2[CH2:3]1. The yield is 0.970. (2) The reactants are C[O:2][C:3]([C:5]1[C:13]2[C:8](=[CH:9][CH:10]=[CH:11][CH:12]=2)[N:7]([CH2:14][C:15]2[CH:20]=[CH:19][C:18]([F:21])=[CH:17][CH:16]=2)[N:6]=1)=[O:4].[OH-].[Na+]. The catalyst is CO. The product is [F:21][C:18]1[CH:17]=[CH:16][C:15]([CH2:14][N:7]2[C:8]3[C:13](=[CH:12][CH:11]=[CH:10][CH:9]=3)[C:5]([C:3]([OH:4])=[O:2])=[N:6]2)=[CH:20][CH:19]=1. The yield is 0.980.